From a dataset of Peptide-MHC class I binding affinity with 185,985 pairs from IEDB/IMGT. Regression. Given a peptide amino acid sequence and an MHC pseudo amino acid sequence, predict their binding affinity value. This is MHC class I binding data. (1) The peptide sequence is KVASEGFQY. The MHC is HLA-A30:02 with pseudo-sequence HLA-A30:02. The binding affinity (normalized) is 0.689. (2) The binding affinity (normalized) is 0.0847. The peptide sequence is LRWASGVSE. The MHC is HLA-B15:17 with pseudo-sequence HLA-B15:17. (3) The peptide sequence is NHINVERSL. The MHC is HLA-B38:01 with pseudo-sequence HLA-B38:01. The binding affinity (normalized) is 0.418.